The task is: Regression. Given two drug SMILES strings and cell line genomic features, predict the synergy score measuring deviation from expected non-interaction effect.. This data is from NCI-60 drug combinations with 297,098 pairs across 59 cell lines. (1) Drug 1: CC(CN1CC(=O)NC(=O)C1)N2CC(=O)NC(=O)C2. Drug 2: CC(C)CN1C=NC2=C1C3=CC=CC=C3N=C2N. Cell line: SNB-19. Synergy scores: CSS=4.34, Synergy_ZIP=-2.66, Synergy_Bliss=-6.51, Synergy_Loewe=-8.35, Synergy_HSA=-8.55. (2) Drug 1: CN1CCC(CC1)COC2=C(C=C3C(=C2)N=CN=C3NC4=C(C=C(C=C4)Br)F)OC. Drug 2: C1CC(=O)NC(=O)C1N2CC3=C(C2=O)C=CC=C3N. Cell line: UACC-257. Synergy scores: CSS=-1.42, Synergy_ZIP=-1.42, Synergy_Bliss=-3.73, Synergy_Loewe=-5.26, Synergy_HSA=-4.04. (3) Drug 1: C#CCC(CC1=CN=C2C(=N1)C(=NC(=N2)N)N)C3=CC=C(C=C3)C(=O)NC(CCC(=O)O)C(=O)O. Drug 2: CN(CCCl)CCCl.Cl. Cell line: MDA-MB-231. Synergy scores: CSS=13.4, Synergy_ZIP=-1.61, Synergy_Bliss=4.21, Synergy_Loewe=1.29, Synergy_HSA=2.60.